Dataset: Full USPTO retrosynthesis dataset with 1.9M reactions from patents (1976-2016). Task: Predict the reactants needed to synthesize the given product. (1) The reactants are: [CH3:1][CH:2]1[C:10]2[CH:9]=[C:8]3[O:11][CH2:12][C:13](=C)[CH2:14][O:15][C:7]3=[CH:6][C:5]=2[CH2:4][CH2:3]1.I([O-])(=O)(=O)=[O:18].[Na+]. Given the product [CH3:1][CH:2]1[C:10]2[CH:9]=[C:8]3[O:11][CH2:12][C:13](=[O:18])[CH2:14][O:15][C:7]3=[CH:6][C:5]=2[CH2:4][CH2:3]1, predict the reactants needed to synthesize it. (2) Given the product [CH2:26]([O:15][C:14](=[O:16])[C@H:13]([NH:12][S:9]([C:6]1[CH:7]=[CH:8][C:3]([O:2][CH3:1])=[CH:4][CH:5]=1)(=[O:11])=[O:10])[CH:17]([CH3:19])[CH3:18])[C:27]1[CH:32]=[CH:31][CH:30]=[CH:29][CH:28]=1, predict the reactants needed to synthesize it. The reactants are: [CH3:1][O:2][C:3]1[CH:8]=[CH:7][C:6]([S:9]([NH:12][C@H:13]([CH:17]([CH3:19])[CH3:18])[C:14]([OH:16])=[O:15])(=[O:11])=[O:10])=[CH:5][CH:4]=1.C(=O)([O-])[O-].[Cs+].[Cs+].[CH2:26](Br)[C:27]1[CH:32]=[CH:31][CH:30]=[CH:29][CH:28]=1. (3) The reactants are: [CH2:1]([O:8]N1C2C(=CC=CC=2)CC1)[C:2]1[CH:7]=[CH:6][CH:5]=[CH:4][CH:3]=1.Cl[C:19]1[C:20]2[CH:27]=[CH:26][NH:25][C:21]=2[N:22]=[CH:23][N:24]=1.CC[N:30]([CH2:33][CH3:34])[CH2:31][CH3:32]. Given the product [CH2:1]([O:8][C:2]1[CH:3]=[CH:4][CH:32]=[C:31]2[C:1]=1[CH2:34][CH2:33][N:30]2[C:19]1[C:20]2[CH:27]=[CH:26][NH:25][C:21]=2[N:22]=[CH:23][N:24]=1)[C:2]1[CH:3]=[CH:4][CH:5]=[CH:6][CH:7]=1, predict the reactants needed to synthesize it. (4) Given the product [C:26]([O:25][CH2:24][C:6]([NH:29][C:30](=[O:32])[CH3:31])([CH2:5][O:4][C:1](=[O:3])[CH3:2])[CH2:7][CH2:8][C:9]1[CH:14]=[CH:13][C:12]([C:37]2[CH:38]=[CH:39][C:34]([Br:33])=[CH:35][C:36]=2[F:41])=[CH:11][C:10]=1[Cl:23])(=[O:28])[CH3:27], predict the reactants needed to synthesize it. The reactants are: [C:1]([O:4][CH2:5][C:6]([NH:29][C:30](=[O:32])[CH3:31])([CH2:24][O:25][C:26](=[O:28])[CH3:27])[CH2:7][CH2:8][C:9]1[CH:14]=[CH:13][C:12](B2OCC(C)(C)CO2)=[CH:11][C:10]=1[Cl:23])(=[O:3])[CH3:2].[Br:33][C:34]1[CH:39]=[CH:38][C:37](I)=[C:36]([F:41])[CH:35]=1.C(=O)([O-])O.[Na+].O. (5) Given the product [Br:7][C:8]1[CH:13]=[C:12]2[C:11](=[C:10]([F:19])[CH:9]=1)[C:14](=[O:18])[CH2:15][CH2:16]2, predict the reactants needed to synthesize it. The reactants are: [Al+3].[Cl-].[Cl-].[Cl-].[Na+].[Cl-].[Br:7][C:8]1[CH:13]=[CH:12][C:11]([C:14](=[O:18])[CH2:15][CH2:16]Cl)=[C:10]([F:19])[CH:9]=1. (6) Given the product [CH2:1]([O:3][C:4]([C:6]1[C:15](=[O:16])[C:14]2[C:9](=[CH:10][C:11]([CH2:36][C:35]3[CH:38]=[CH:39][C:40]([F:41])=[C:33]([F:32])[CH:34]=3)=[CH:12][N:13]=2)[N:8]([C@H:18]([C:22]([CH3:30])([CH3:29])[O:23][SiH2:24][C:25]([CH3:28])([CH3:27])[CH3:26])[CH:19]([CH3:21])[CH3:20])[CH:7]=1)=[O:5])[CH3:2], predict the reactants needed to synthesize it. The reactants are: [CH2:1]([O:3][C:4]([C:6]1[C:15](=[O:16])[C:14]2[C:9](=[CH:10][C:11](Cl)=[CH:12][N:13]=2)[N:8]([C@H:18]([C:22]([CH3:30])([CH3:29])[O:23][SiH2:24][C:25]([CH3:28])([CH3:27])[CH3:26])[CH:19]([CH3:21])[CH3:20])[CH:7]=1)=[O:5])[CH3:2].[Br-].[F:32][C:33]1[CH:34]=[C:35]([CH:38]=[CH:39][C:40]=1[F:41])[CH2:36][Zn+].Cl. (7) Given the product [OH:1][C:2]1([C:6]2[C:7]([O:15][C@@H:16]([CH3:21])[C:17]([F:19])([F:20])[F:18])=[CH:8][C:9]([C:12]([NH:35][C:27]([C:28]3[N:32]=[C:31]([CH3:33])[O:30][N:29]=3)([CH3:34])[CH2:26][S:23]([CH3:22])(=[O:25])=[O:24])=[O:14])=[N:10][CH:11]=2)[CH2:5][CH2:4][CH2:3]1, predict the reactants needed to synthesize it. The reactants are: [OH:1][C:2]1([C:6]2[C:7]([O:15][C@@H:16]([CH3:21])[C:17]([F:20])([F:19])[F:18])=[CH:8][C:9]([C:12]([OH:14])=O)=[N:10][CH:11]=2)[CH2:5][CH2:4][CH2:3]1.[CH3:22][S:23]([CH2:26][C:27]([NH2:35])([CH3:34])[C:28]1[N:32]=[C:31]([CH3:33])[O:30][N:29]=1)(=[O:25])=[O:24]. (8) Given the product [NH:4]1[C:5]2[CH:11]=[CH:10][CH:9]=[CH:8][C:6]=2[N:7]=[C:3]1[C:2]([N:17]([CH2:16][CH:15]([CH3:35])[CH3:14])[C@@H:18]1[CH2:23][N:22]([C:24]([O:26][C:27]([CH3:29])([CH3:30])[CH3:28])=[O:25])[CH2:21][C@H:20]([C:31]([O:33][CH3:34])=[O:32])[CH2:19]1)=[O:37], predict the reactants needed to synthesize it. The reactants are: Cl[C:2](Cl)(Cl)[C:3]1[NH:7][C:6]2[CH:8]=[CH:9][CH:10]=[CH:11][C:5]=2[N:4]=1.[CH3:14][CH:15]([CH3:35])[CH2:16][NH:17][C@@H:18]1[CH2:23][N:22]([C:24]([O:26][C:27]([CH3:30])([CH3:29])[CH3:28])=[O:25])[CH2:21][C@H:20]([C:31]([O:33][CH3:34])=[O:32])[CH2:19]1.C(=O)([O-])[OH:37].[Na+].O. (9) The reactants are: [CH3:1][N:2]1[CH2:7][CH2:6][N:5]([C:8]2([CH2:15][NH2:16])[CH2:14][CH2:13][CH:12]=[CH:11][O:10][CH2:9]2)[CH2:4][CH2:3]1.CC(O)=O.[CH3:21][N:22]1[C:31]2[C:26](=[CH:27][CH:28]=[CH:29][CH:30]=2)[CH:25]=[C:24]([CH:32]=O)[C:23]1=[O:34].C(O[BH-](OC(=O)C)OC(=O)C)(=O)C.[Na+]. Given the product [CH3:21][N:22]1[C:31]2[C:26](=[CH:27][CH:28]=[CH:29][CH:30]=2)[CH:25]=[C:24]([CH2:32][NH:16][CH2:15][C:8]2([N:5]3[CH2:4][CH2:3][N:2]([CH3:1])[CH2:7][CH2:6]3)[CH2:14][CH2:13][CH:12]=[CH:11][O:10][CH2:9]2)[C:23]1=[O:34], predict the reactants needed to synthesize it.